This data is from Full USPTO retrosynthesis dataset with 1.9M reactions from patents (1976-2016). The task is: Predict the reactants needed to synthesize the given product. (1) Given the product [Br:10][CH2:11][CH2:12][CH2:13][O:1][C:2]1[CH:9]=[CH:8][C:5]([CH:6]=[O:7])=[CH:4][CH:3]=1, predict the reactants needed to synthesize it. The reactants are: [OH:1][C:2]1[CH:9]=[CH:8][C:5]([CH:6]=[O:7])=[CH:4][CH:3]=1.[Br:10][CH2:11][CH2:12][CH2:13]Br.C(=O)([O-])[O-].[K+].[K+]. (2) Given the product [C:39]([NH:38][CH2:37][C@@H:35]([C:34]([O:33][CH3:32])=[O:47])[NH:36][C:13](=[O:15])[C:12]1[CH:16]=[CH:17][C:18]([C:20]([NH:22][CH2:23][C:24]2[CH:29]=[CH:28][CH:27]=[C:26]([OH:30])[CH:25]=2)=[O:21])=[CH:19][C:11]=1[Cl:10])(=[O:46])[C:40]1[CH:41]=[CH:42][CH:43]=[CH:44][CH:45]=1, predict the reactants needed to synthesize it. The reactants are: C(N(C(C)C)CC)(C)C.[Cl:10][C:11]1[CH:19]=[C:18]([C:20]([NH:22][CH2:23][C:24]2[CH:29]=[CH:28][CH:27]=[C:26]([OH:30])[CH:25]=2)=[O:21])[CH:17]=[CH:16][C:12]=1[C:13]([OH:15])=O.Cl.[CH3:32][O:33][C:34](=[O:47])[C@H:35]([CH2:37][NH:38][C:39](=[O:46])[C:40]1[CH:45]=[CH:44][CH:43]=[CH:42][CH:41]=1)[NH2:36].C1C=CC2N(O)N=NC=2C=1. (3) Given the product [OH:1][CH:2]1[CH2:3][N:4]([C:6]([N:8]2[CH2:13][CH:12]([C:14]3[CH:15]=[CH:16][C:17]([C:20]([F:22])([F:21])[F:23])=[CH:18][CH:19]=3)[CH2:11][CH:10]([C:24]3[O:25][N:30]=[C:29]([C:31]4[CH:32]=[N:33][CH:34]=[CH:35][CH:36]=4)[N:28]=3)[CH2:9]2)=[O:7])[CH2:5]1, predict the reactants needed to synthesize it. The reactants are: [OH:1][CH:2]1[CH2:5][N:4]([C:6]([N:8]2[CH2:13][CH:12]([C:14]3[CH:19]=[CH:18][C:17]([C:20]([F:23])([F:22])[F:21])=[CH:16][CH:15]=3)[CH2:11][CH:10]([C:24](O)=[O:25])[CH2:9]2)=[O:7])[CH2:3]1.O[NH:28][C:29]([C:31]1[CH:32]=[N:33][CH:34]=[CH:35][CH:36]=1)=[NH:30]. (4) The reactants are: C([O:8][C:9](=[O:31])[CH:10]([CH2:27][CH:28]([CH3:30])[CH3:29])[N:11]([CH2:19][C:20]([O:22][C:23]([CH3:26])([CH3:25])[CH3:24])=[O:21])[C:12]([O:14][C:15]([CH3:18])([CH3:17])[CH3:16])=[O:13])C1C=CC=CC=1.[H][H]. Given the product [C:23]([O:22][C:20]([CH2:19][N:11]([C:12]([O:14][C:15]([CH3:17])([CH3:16])[CH3:18])=[O:13])[CH:10]([C:9]([OH:31])=[O:8])[CH2:27][CH:28]([CH3:30])[CH3:29])=[O:21])([CH3:24])([CH3:25])[CH3:26], predict the reactants needed to synthesize it. (5) Given the product [CH3:18][N:19]([CH3:21])[CH:20]=[C:7]1[CH2:6][CH2:5][CH2:4][CH:3]([C:8]([O:10][CH2:11][CH3:12])=[O:9])[C:2]1=[O:1], predict the reactants needed to synthesize it. The reactants are: [O:1]=[C:2]1[CH2:7][CH2:6][CH2:5][CH2:4][CH:3]1[C:8]([O:10][CH2:11][CH3:12])=[O:9].C(O[CH:18](N(C)C)[N:19]([CH3:21])[CH3:20])(C)(C)C. (6) Given the product [CH3:14][C:15]1([CH3:35])[C:28]2[C:27]3[CH:26]=[CH:25][CH:24]=[CH:23][C:22]=3[NH:21][C:20]=2[C:19]([C:29]([O:31][CH:32]([CH3:33])[CH3:34])=[O:30])=[CH:18][N:17]([C:2]([O:4][C:5]2[CH:10]=[CH:9][C:8]([N+:11]([O-:13])=[O:12])=[CH:7][CH:6]=2)=[O:3])[CH2:16]1, predict the reactants needed to synthesize it. The reactants are: Cl[C:2]([O:4][C:5]1[CH:10]=[CH:9][C:8]([N+:11]([O-:13])=[O:12])=[CH:7][CH:6]=1)=[O:3].[CH3:14][C:15]1([CH3:35])[C:28]2[C:27]3[CH:26]=[CH:25][CH:24]=[CH:23][C:22]=3[NH:21][C:20]=2[C:19]([C:29]([O:31][CH:32]([CH3:34])[CH3:33])=[O:30])=[CH:18][NH:17][CH2:16]1.C(N(C(C)C)CC)(C)C. (7) Given the product [Br:30][C:31]1[N:36]=[C:35]([C:37]([NH:16][C:13]2[CH:12]=[C:11]([C:17]3[CH:22]=[CH:21][C:20]([OH:23])=[CH:19][CH:18]=3)[CH:10]=[C:9]3[C:14]=2[CH:15]=[N:7][NH:8]3)=[O:38])[CH:34]=[CH:33][CH:32]=1, predict the reactants needed to synthesize it. The reactants are: O1CCCCC1[N:7]1[CH:15]=[C:14]2[C:9]([CH:10]=[C:11]([C:17]3[CH:22]=[CH:21][C:20]([O:23]C4CCCCO4)=[CH:19][CH:18]=3)[CH:12]=[C:13]2[NH2:16])=[N:8]1.[Br:30][C:31]1[N:36]=[C:35]([C:37](O)=[O:38])[CH:34]=[CH:33][CH:32]=1.CN(C(ON1N=NC2C=CC=NC1=2)=[N+](C)C)C.F[P-](F)(F)(F)(F)F.CCN(C(C)C)C(C)C. (8) Given the product [O:1]=[C:2]([N:16]1[CH2:20][CH2:19][CH2:18][C@H:17]1[C:21](=[O:34])[NH:22][C:23]1[CH:28]=[CH:27][CH:26]=[C:25]([O:29][C:30]([F:32])([F:31])[F:33])[CH:24]=1)[CH2:3][N:4]1[C:12]2[C:7](=[CH:8][CH:9]=[CH:10][CH:11]=2)[C:6]([C:13]([NH2:38])=[O:14])=[CH:5]1, predict the reactants needed to synthesize it. The reactants are: [O:1]=[C:2]([N:16]1[CH2:20][CH2:19][CH2:18][C@H:17]1[C:21](=[O:34])[NH:22][C:23]1[CH:28]=[CH:27][CH:26]=[C:25]([O:29][C:30]([F:33])([F:32])[F:31])[CH:24]=1)[CH2:3][N:4]1[C:12]2[C:7](=[CH:8][CH:9]=[CH:10][CH:11]=2)[C:6]([C:13](O)=[O:14])=[CH:5]1.C1C[N:38]([P+](ON2N=NC3C=CC=CC2=3)(N2CCCC2)N2CCCC2)CC1.F[P-](F)(F)(F)(F)F.C1C=CC2N(O)N=NC=2C=1.CCN(C(C)C)C(C)C.[NH4+].[Cl-].C([O-])(O)=O.[Na+].